This data is from Reaction yield outcomes from USPTO patents with 853,638 reactions. The task is: Predict the reaction yield, written as a fraction of the theoretical maximum amount of product (1.0 means a 100% yield; for example, 0.34 means a 34% yield). (1) The reactants are CO[CH:3](OC)[CH2:4][CH:5](OC)OC.[Cl:12][C:13]1[CH:22]=[C:21]([CH3:23])[C:20]([NH:24][NH2:25])=[CH:19][C:14]=1[C:15]([O:17][CH3:18])=[O:16]. The catalyst is C(O)C. The product is [Cl:12][C:13]1[CH:22]=[C:21]([CH3:23])[C:20]([N:24]2[CH:5]=[CH:4][CH:3]=[N:25]2)=[CH:19][C:14]=1[C:15]([O:17][CH3:18])=[O:16]. The yield is 0.520. (2) The reactants are [CH2:1](O)[CH3:2].[Cl:4][C:5]1[CH:6]=[C:7]2[C:12](=[CH:13][C:14]=1[OH:15])[O:11][CH2:10][CH2:9][CH:8]2[C:16]([OH:18])=[O:17].S(=O)(=O)(O)O. The catalyst is C(OCC)(=O)C. The product is [Cl:4][C:5]1[CH:6]=[C:7]2[C:12](=[CH:13][C:14]=1[OH:15])[O:11][CH2:10][CH2:9][CH:8]2[C:16]([O:18][CH2:1][CH3:2])=[O:17]. The yield is 0.430. (3) The reactants are [OH-].[Na+].[CH3:3][O:4][C:5]1[CH:10]=[C:9]([CH3:11])[C:8]([S:12]([N:15]2[C:23]3[C:18](=[CH:19][CH:20]=[CH:21][CH:22]=3)[CH2:17][C@H:16]2[CH2:24][OH:25])(=[O:14])=[O:13])=[C:7]([CH3:26])[CH:6]=1.[C:27]([O:31][C:32](=[O:35])[CH2:33]Br)([CH3:30])([CH3:29])[CH3:28]. The catalyst is [Cl-].C([N+](CCCC)(CCCC)CCCC)CCC.C1(C)C=CC=CC=1. The product is [CH3:3][O:4][C:5]1[CH:6]=[C:7]([CH3:26])[C:8]([S:12]([N:15]2[C:23]3[C:18](=[CH:19][CH:20]=[CH:21][CH:22]=3)[CH2:17][C@H:16]2[CH2:24][O:25][CH2:33][C:32]([O:31][C:27]([CH3:30])([CH3:29])[CH3:28])=[O:35])(=[O:13])=[O:14])=[C:9]([CH3:11])[CH:10]=1. The yield is 0.500. (4) The reactants are [CH2:1]([O:8][C:9]1[CH:15]=[CH:14][C:12]([NH2:13])=[C:11]([F:16])[CH:10]=1)[C:2]1[CH:7]=[CH:6][CH:5]=[CH:4][CH:3]=1.[N:17]1([CH2:26]O)[C:21]2[CH:22]=[CH:23][CH:24]=[CH:25][C:20]=2[N:19]=[N:18]1. The catalyst is CO. The product is [N:17]1([CH2:26][NH:13][C:12]2[CH:14]=[CH:15][C:9]([O:8][CH2:1][C:2]3[CH:3]=[CH:4][CH:5]=[CH:6][CH:7]=3)=[CH:10][C:11]=2[F:16])[C:21]2[CH:22]=[CH:23][CH:24]=[CH:25][C:20]=2[N:19]=[N:18]1. The yield is 0.666. (5) The reactants are [Br:1][C:2]1[CH:6]=[C:5]([C:7]([OH:9])=O)[N:4]([C:10]2[C:15]([Cl:16])=[CH:14][CH:13]=[CH:12][N:11]=2)[N:3]=1.[C:17]([C:19]1[CH:30]=[C:29]([CH3:31])[C:22]2[NH:23]C(=O)[O:25][C:26](=O)[C:21]=2[CH:20]=1)#[N:18].N1C=CC=C(C)C=1.CS(Cl)(=O)=O. The catalyst is C(#N)C.O. The product is [Br:1][C:2]1[CH:6]=[C:5]([C:7]2[O:9][C:26](=[O:25])[C:21]3[CH:20]=[C:19]([C:17]#[N:18])[CH:30]=[C:29]([CH3:31])[C:22]=3[N:23]=2)[N:4]([C:10]2[C:15]([Cl:16])=[CH:14][CH:13]=[CH:12][N:11]=2)[N:3]=1. The yield is 0.820. (6) The catalyst is CO. The product is [C:10]([O:9][C:7](=[O:8])[C:6]1[CH:5]=[C:4]([CH:16]=[CH:15][C:14]=1[O:17][CH2:18][CH2:19][CH2:20][CH2:21][CH2:22][CH2:23][CH2:24][CH2:25][CH2:26][CH2:27][CH2:28][CH2:29][CH2:30][CH2:31][C:32]([O:34][C:35]([CH3:38])([CH3:37])[CH3:36])=[O:33])[C:3]([OH:39])=[O:2])([CH3:13])([CH3:12])[CH3:11]. The reactants are C[O:2][C:3](=[O:39])[C:4]1[CH:16]=[CH:15][C:14]([O:17][CH2:18][CH2:19][CH2:20][CH2:21][CH2:22][CH2:23][CH2:24][CH2:25][CH2:26][CH2:27][CH2:28][CH2:29][CH2:30][CH2:31][C:32]([O:34][C:35]([CH3:38])([CH3:37])[CH3:36])=[O:33])=[C:6]([C:7]([O:9][C:10]([CH3:13])([CH3:12])[CH3:11])=[O:8])[CH:5]=1.[OH-].[Na+].Cl.O. The yield is 0.890. (7) The reactants are FC(F)(F)S(O[C:7]1[CH:16]=[CH:15][CH:14]=[C:13]2[C:8]=1[CH2:9][C@H:10]([N:17]([CH2:25][C:26]1[CH:31]=[CH:30][CH:29]=[CH:28][CH:27]=1)[CH2:18][C:19]1[CH:24]=[CH:23][CH:22]=[CH:21][CH:20]=1)[CH2:11][O:12]2)(=O)=O.CCCC[Sn]([C:47]1[CH:52]=[CH:51][CH:50]=[N:49][CH:48]=1)(CCCC)CCCC.O. The catalyst is O1CCOCC1.C1(P(C2C=CC=CC=2)C2C=CC=CC=2)C=CC=CC=1.C1(P(C2C=CC=CC=2)C2C=CC=CC=2)C=CC=CC=1.C1(P(C2C=CC=CC=2)C2C=CC=CC=2)C=CC=CC=1.C1(P(C2C=CC=CC=2)C2C=CC=CC=2)C=CC=CC=1.[Pd]. The product is [CH2:18]([N:17]([CH2:25][C:26]1[CH:31]=[CH:30][CH:29]=[CH:28][CH:27]=1)[C@H:10]1[CH2:9][C:8]2[C:13](=[CH:14][CH:15]=[CH:16][C:7]=2[C:47]2[CH:48]=[N:49][CH:50]=[CH:51][CH:52]=2)[O:12][CH2:11]1)[C:19]1[CH:24]=[CH:23][CH:22]=[CH:21][CH:20]=1. The yield is 0.740. (8) The reactants are [O:1]1C=C[CH:3]=[C:2]1P(C1OC=CC=1)C1OC=CC=1.COC1C=CC(CNC([CH2:27][C:28]2[C:29]([NH2:36])=[N:30][C:31]([S:34][CH3:35])=[N:32][CH:33]=2)=O)=CC=1.[O:39]1CCCC1. The catalyst is C1C=CC(/C=C/C(/C=C/C2C=CC=CC=2)=O)=CC=1.C1C=CC(/C=C/C(/C=C/C2C=CC=CC=2)=O)=CC=1.C1C=CC(/C=C/C(/C=C/C2C=CC=CC=2)=O)=CC=1.[Pd].[Pd].S1C=CC=C1C([O-])=O.[Cu+]. The product is [NH2:36][C:29]1[C:28]([C:27]([O:1][CH2:2][CH3:3])=[O:39])=[CH:33][N:32]=[C:31]([S:34][CH3:35])[N:30]=1. The yield is 0.140. (9) The reactants are [O:1]1[C:5]2[CH:6]=[CH:7][C:8]([C:10]3[O:14][C:13]([SH:15])=[N:12][N:11]=3)=[CH:9][C:4]=2[CH2:3][CH2:2]1.Cl[CH2:17][CH:18]1[CH2:20][CH2:19]1. No catalyst specified. The product is [CH:18]1([CH2:17][S:15][C:13]2[O:14][C:10]([C:8]3[CH:7]=[CH:6][C:5]4[O:1][CH2:2][CH2:3][C:4]=4[CH:9]=3)=[N:11][N:12]=2)[CH2:20][CH2:19]1. The yield is 0.560. (10) The reactants are [OH:1][C@H:2]([C:17]1[S:18][C:19]([C:22]2[CH:27]=[CH:26][CH:25]=[CH:24][CH:23]=2)=[CH:20][CH:21]=1)[C@@H:3]1[N:7]([CH3:8])[C:6](=[O:9])[CH2:5][C@@H:4]1[C:10]1[CH:15]=[CH:14][C:13]([NH2:16])=[CH:12][CH:11]=1.[CH2:28]=O.C[O-].[Na+].[BH4-].[Na+].[OH-].[Na+]. The catalyst is CO.O. The product is [OH:1][C@H:2]([C:17]1[S:18][C:19]([C:22]2[CH:27]=[CH:26][CH:25]=[CH:24][CH:23]=2)=[CH:20][CH:21]=1)[C@@H:3]1[N:7]([CH3:8])[C:6](=[O:9])[CH2:5][C@@H:4]1[C:10]1[CH:11]=[CH:12][C:13]([NH:16][CH3:28])=[CH:14][CH:15]=1. The yield is 0.760.